Dataset: Reaction yield outcomes from USPTO patents with 853,638 reactions. Task: Predict the reaction yield, written as a fraction of the theoretical maximum amount of product (1.0 means a 100% yield; for example, 0.34 means a 34% yield). The reactants are [CH2:1]([S:3]([N:6]1[CH2:11][CH2:10][CH:9]([C:12]2[C:20]3[C:15](=[C:16]([C:29]([NH2:31])=[O:30])[CH:17]=[C:18]([C:21]4[CH:26]=[CH:25][CH:24]=[C:23]([CH:27]=O)[CH:22]=4)[CH:19]=3)[NH:14][CH:13]=2)[CH2:8][CH2:7]1)(=[O:5])=[O:4])[CH3:2].[CH3:32][NH:33][CH2:34][CH3:35].[BH-](OC(C)=O)(OC(C)=O)OC(C)=O.[Na+]. No catalyst specified. The product is [CH2:34]([N:33]([CH2:27][C:23]1[CH:22]=[C:21]([C:18]2[CH:19]=[C:20]3[C:15](=[C:16]([C:29]([NH2:31])=[O:30])[CH:17]=2)[NH:14][CH:13]=[C:12]3[CH:9]2[CH2:8][CH2:7][N:6]([S:3]([CH2:1][CH3:2])(=[O:5])=[O:4])[CH2:11][CH2:10]2)[CH:26]=[CH:25][CH:24]=1)[CH3:32])[CH3:35]. The yield is 0.210.